The task is: Predict the reaction yield, written as a fraction of the theoretical maximum amount of product (1.0 means a 100% yield; for example, 0.34 means a 34% yield).. This data is from Reaction yield outcomes from USPTO patents with 853,638 reactions. (1) The reactants are Cl[CH2:2][C:3]([N:5]([CH2:7][C:8]1[CH:33]=[CH:32][C:11]([C:12]([NH:14][C:15]2[S:16][C:17]3[C:23]([N:24]4[CH2:29][CH2:28][O:27][CH2:26][CH2:25]4)=[CH:22][CH:21]=[C:20]([O:30][CH3:31])[C:18]=3[N:19]=2)=[O:13])=[CH:10][CH:9]=1)[CH3:6])=[O:4].[CH3:34][O:35][CH2:36][CH2:37][NH:38][CH3:39].C(=O)([O-])O.[Na+]. The catalyst is ClCCl. The product is [CH3:34][O:35][CH2:36][CH2:37][N:38]([CH2:2][C:3]([N:5]([CH2:7][C:8]1[CH:33]=[CH:32][C:11]([C:12]([NH:14][C:15]2[S:16][C:17]3[C:23]([N:24]4[CH2:29][CH2:28][O:27][CH2:26][CH2:25]4)=[CH:22][CH:21]=[C:20]([O:30][CH3:31])[C:18]=3[N:19]=2)=[O:13])=[CH:10][CH:9]=1)[CH3:6])=[O:4])[CH3:39]. The yield is 0.740. (2) The reactants are C(O[K])(C)(C)C.F[C:8]1[CH:15]=[C:14]([F:16])[CH:13]=[CH:12][C:9]=1[CH:10]=[O:11].[C:17]([O:21][C:22]([N:24]1[CH2:29][CH2:28][CH2:27][C@H:26]([OH:30])[CH2:25]1)=[O:23])([CH3:20])([CH3:19])[CH3:18]. The catalyst is O1CCOCC1.O. The product is [C:17]([O:21][C:22]([N:24]1[CH2:29][CH2:28][CH2:27][C@H:26]([O:30][C:8]2[CH:15]=[C:14]([F:16])[CH:13]=[CH:12][C:9]=2[CH:10]=[O:11])[CH2:25]1)=[O:23])([CH3:20])([CH3:18])[CH3:19]. The yield is 0.180. (3) The reactants are Br[CH2:2][C:3]1[CH:4]=[C:5]([CH:9]=[O:10])[O:6][C:7]=1[CH3:8].[C:11]1([CH3:20])[CH:16]=[CH:15][CH:14]=[C:13](B(O)O)[CH:12]=1.O1CCOCC1.C([O-])([O-])=O.[Cs+].[Cs+]. The catalyst is C1C=CC([P]([Pd]([P](C2C=CC=CC=2)(C2C=CC=CC=2)C2C=CC=CC=2)([P](C2C=CC=CC=2)(C2C=CC=CC=2)C2C=CC=CC=2)[P](C2C=CC=CC=2)(C2C=CC=CC=2)C2C=CC=CC=2)(C2C=CC=CC=2)C2C=CC=CC=2)=CC=1.O. The product is [CH3:8][C:7]1[O:6][C:5]([CH:9]=[O:10])=[CH:4][C:3]=1[CH2:2][C:13]1[CH:14]=[CH:15][CH:16]=[C:11]([CH3:20])[CH:12]=1. The yield is 0.490. (4) The reactants are Cl[CH2:2][C:3]1[CH:12]=[CH:11][C:6]2[O:7][CH2:8][CH2:9][O:10][C:5]=2[CH:4]=1.[C-:13]#[N:14].[Na+].O. The catalyst is CS(C)=O. The product is [O:7]1[CH2:8][CH2:9][O:10][C:5]2[CH:4]=[C:3]([CH2:2][C:13]#[N:14])[CH:12]=[CH:11][C:6]1=2. The yield is 0.860. (5) The reactants are [F:1][C:2]1[CH:3]=[C:4]([CH:6]=[CH:7][C:8]=1[N+:9]([O-:11])=[O:10])[NH2:5].[Br:12]N1C(=O)CCC1=O. The catalyst is C(OCC)(=O)C. The product is [Br:12][C:6]1[CH:7]=[C:8]([N+:9]([O-:11])=[O:10])[C:2]([F:1])=[CH:3][C:4]=1[NH2:5]. The yield is 0.500. (6) The reactants are [CH3:1][C:2]1([CH3:49])[CH2:13][C:12]2[CH:11]=[C:10]3[N:5]([CH2:6][CH2:7][N:8]([C:15]4[C:20]([CH:21]=[O:22])=[C:19]([C:23]5[CH:28]=[C:27]([NH:29][C:30]6[CH:35]=[CH:34][C:33]([N:36]7[CH2:41][CH2:40][N:39]([CH:42]8[CH2:45][O:44][CH2:43]8)[CH2:38][C@H:37]7[CH3:46])=[CH:32][N:31]=6)[C:26](=[O:47])[N:25]([CH3:48])[CH:24]=5)[CH:18]=[CH:17][N:16]=4)[C:9]3=[O:14])[C:4]=2[CH2:3]1.[BH4-].[Na+]. The catalyst is CO. The product is [OH:22][CH2:21][C:20]1[C:15]([N:8]2[CH2:7][CH2:6][N:5]3[C:4]4[CH2:3][C:2]([CH3:49])([CH3:1])[CH2:13][C:12]=4[CH:11]=[C:10]3[C:9]2=[O:14])=[N:16][CH:17]=[CH:18][C:19]=1[C:23]1[CH:28]=[C:27]([NH:29][C:30]2[CH:35]=[CH:34][C:33]([N:36]3[CH2:41][CH2:40][N:39]([CH:42]4[CH2:45][O:44][CH2:43]4)[CH2:38][C@H:37]3[CH3:46])=[CH:32][N:31]=2)[C:26](=[O:47])[N:25]([CH3:48])[CH:24]=1. The yield is 0.280.